Dataset: Catalyst prediction with 721,799 reactions and 888 catalyst types from USPTO. Task: Predict which catalyst facilitates the given reaction. (1) Product: [OH:18][CH:8]([CH2:9][CH2:10][C:11]1[CH:12]=[CH:13][C:14]([I:17])=[CH:15][CH:16]=1)[CH2:7][C:6]([OH:19])=[O:5]. Reactant: C([O:5][C:6](=[O:19])[CH2:7][CH:8]([OH:18])[CH2:9][CH2:10][C:11]1[CH:16]=[CH:15][C:14]([I:17])=[CH:13][CH:12]=1)(C)(C)C. The catalyst class is: 11. (2) Reactant: O=C1C2C(=CC=CC=2)C(=O)[N:3]1[CH2:12][CH2:13][CH2:14][O:15][C:16]1[CH:21]=[CH:20][C:19]([F:22])=[CH:18][C:17]=1[C@H:23]1[CH2:27][CH2:26][CH2:25][N:24]1[C:28]1[CH:33]=[CH:32][N:31]2[N:34]=[CH:35][C:36]([C:37]([O:39][CH2:40][CH3:41])=[O:38])=[C:30]2[N:29]=1.O.NN.C1COCC1. Product: [NH2:3][CH2:12][CH2:13][CH2:14][O:15][C:16]1[CH:21]=[CH:20][C:19]([F:22])=[CH:18][C:17]=1[C@H:23]1[CH2:27][CH2:26][CH2:25][N:24]1[C:28]1[CH:33]=[CH:32][N:31]2[N:34]=[CH:35][C:36]([C:37]([O:39][CH2:40][CH3:41])=[O:38])=[C:30]2[N:29]=1. The catalyst class is: 5. (3) Reactant: [CH2:1]([O:8][N:9]1[C:14]2[N:15]=[CH:16][N:17]=[C:18]([CH3:19])[C:13]=2[C:12]([NH:20][CH2:21][C:22]2[CH:27]=[CH:26][C:25]([N:28](S(C)(=O)=O)[S:29]([CH3:32])(=[O:31])=[O:30])=[CH:24][CH:23]=2)=[CH:11][C:10]1=[O:37])[C:2]1[CH:7]=[CH:6][CH:5]=[CH:4][CH:3]=1.[OH-].[Na+]. Product: [CH2:1]([O:8][N:9]1[C:14]2[N:15]=[CH:16][N:17]=[C:18]([CH3:19])[C:13]=2[C:12]([NH:20][CH2:21][C:22]2[CH:23]=[CH:24][C:25]([NH:28][S:29]([CH3:32])(=[O:31])=[O:30])=[CH:26][CH:27]=2)=[CH:11][C:10]1=[O:37])[C:2]1[CH:7]=[CH:6][CH:5]=[CH:4][CH:3]=1. The catalyst class is: 1. (4) Reactant: Cl[CH2:2][C:3]1[N:4]=[C:5]([C:20]2[CH:25]=[CH:24][C:23]([C:26]([F:29])([F:28])[F:27])=[CH:22][CH:21]=2)[S:6][C:7]=1[CH2:8][CH2:9][C:10]([C:12]1[CH:17]=[CH:16][C:15]([OH:18])=[C:14]([CH3:19])[CH:13]=1)=[O:11].[CH3:30][O:31][C:32]1[CH:37]=[CH:36][C:35]([N:38]2[CH2:43][CH2:42][NH:41][CH2:40][CH2:39]2)=[CH:34][CH:33]=1. Product: [OH:18][C:15]1[CH:16]=[CH:17][C:12]([C:10](=[O:11])[CH2:9][CH2:8][C:7]2[S:6][C:5]([C:20]3[CH:25]=[CH:24][C:23]([C:26]([F:29])([F:28])[F:27])=[CH:22][CH:21]=3)=[N:4][C:3]=2[CH2:2][N:41]2[CH2:40][CH2:39][N:38]([C:35]3[CH:34]=[CH:33][C:32]([O:31][CH3:30])=[CH:37][CH:36]=3)[CH2:43][CH2:42]2)=[CH:13][C:14]=1[CH3:19]. The catalyst class is: 1. (5) The catalyst class is: 77. Reactant: Br[C:2]1[CH:3]=[CH:4][C:5]([C:8]([OH:11])([CH3:10])[CH3:9])=[N:6][CH:7]=1.[CH3:12][C:13]1[CH:19]=[CH:18][C:16]([NH2:17])=[CH:15][C:14]=1B1OC(C)(C)C(C)(C)O1.C(=O)(O)[O-].[Na+]. Product: [NH2:17][C:16]1[CH:15]=[CH:14][C:13]([CH3:12])=[C:19]([C:2]2[CH:3]=[CH:4][C:5]([C:8]([OH:11])([CH3:10])[CH3:9])=[N:6][CH:7]=2)[CH:18]=1. (6) Product: [F:30][C:28]1[CH:29]=[C:23]([OH:22])[CH:24]=[C:25]([F:31])[C:26]=1[NH:27][C:11](=[NH:12])[CH2:10][C:9]([C:6]1[CH:5]=[CH:4][C:3]([F:2])=[CH:8][CH:7]=1)=[O:21]. The catalyst class is: 15. Reactant: Cl.[F:2][C:3]1[CH:8]=[CH:7][C:6]([C:9](=[O:21])[CH2:10][C:11](SC2C=CC(Cl)=CC=2)=[NH:12])=[CH:5][CH:4]=1.[OH:22][C:23]1[CH:29]=[C:28]([F:30])[C:26]([NH2:27])=[C:25]([F:31])[CH:24]=1.